Dataset: Full USPTO retrosynthesis dataset with 1.9M reactions from patents (1976-2016). Task: Predict the reactants needed to synthesize the given product. Given the product [Cl:1][C:2]1[C:3]([C:21]2[CH:22]=[N:23][N:24]3[CH:29]=[CH:28][CH:27]=[CH:26][C:25]=23)=[N:4][C:5]([NH:8][C:9]2[CH:14]=[C:13]([N+:15]([O-:17])=[O:16])[C:12]([N:31]([CH3:30])[CH2:32][CH2:33][N:34]3[CH2:39][CH2:38][O:37][CH2:36][CH2:35]3)=[CH:11][C:10]=2[O:19][CH3:20])=[N:6][CH:7]=1, predict the reactants needed to synthesize it. The reactants are: [Cl:1][C:2]1[C:3]([C:21]2[CH:22]=[N:23][N:24]3[CH:29]=[CH:28][CH:27]=[CH:26][C:25]=23)=[N:4][C:5]([NH:8][C:9]2[CH:14]=[C:13]([N+:15]([O-:17])=[O:16])[C:12](F)=[CH:11][C:10]=2[O:19][CH3:20])=[N:6][CH:7]=1.[CH3:30][NH:31][CH2:32][CH2:33][N:34]1[CH2:39][CH2:38][O:37][CH2:36][CH2:35]1.CCN(C(C)C)C(C)C.